Task: Regression. Given a peptide amino acid sequence and an MHC pseudo amino acid sequence, predict their binding affinity value. This is MHC class I binding data.. Dataset: Peptide-MHC class I binding affinity with 185,985 pairs from IEDB/IMGT The peptide sequence is ASCAAMDDF. The MHC is Mamu-A01 with pseudo-sequence Mamu-A01. The binding affinity (normalized) is 0.411.